This data is from Peptide-MHC class II binding affinity with 134,281 pairs from IEDB. The task is: Regression. Given a peptide amino acid sequence and an MHC pseudo amino acid sequence, predict their binding affinity value. This is MHC class II binding data. (1) The peptide sequence is GLCAFLATRIFGRRS. The MHC is DRB1_1301 with pseudo-sequence DRB1_1301. The binding affinity (normalized) is 0.851. (2) The peptide sequence is AARLFKAFILDGDKL. The MHC is HLA-DQA10101-DQB10501 with pseudo-sequence HLA-DQA10101-DQB10501. The binding affinity (normalized) is 0.622. (3) The peptide sequence is LRIKSYEDAKSPLTA. The MHC is DRB1_1602 with pseudo-sequence DRB1_1602. The binding affinity (normalized) is 0.676. (4) The peptide sequence is EKKYFSATQFEPLAA. The MHC is HLA-DPA10103-DPB10601 with pseudo-sequence HLA-DPA10103-DPB10601. The binding affinity (normalized) is 0.951. (5) The peptide sequence is VIDAMCHATLTYRML. The MHC is DRB1_0701 with pseudo-sequence DRB1_0701. The binding affinity (normalized) is 0.820.